This data is from Full USPTO retrosynthesis dataset with 1.9M reactions from patents (1976-2016). The task is: Predict the reactants needed to synthesize the given product. (1) Given the product [Cl:1][C:2]1[CH:3]=[C:4]([C:15]2[CH:16]=[C:17]([C:32]([NH2:34])=[O:33])[C:18]3[NH:19][C:20]4[C:25]([C:26]=3[CH:27]=2)=[CH:24][CH:23]=[C:22]([C:28]([N:36]2[CH2:41][CH2:40][O:39][CH2:38][CH2:37]2)([CH3:30])[CH3:29])[CH:21]=4)[CH:5]=[CH:6][C:7]=1[CH2:8][N:9]1[CH2:14][CH2:13][O:12][CH2:11][CH2:10]1, predict the reactants needed to synthesize it. The reactants are: [Cl:1][C:2]1[CH:3]=[C:4]([C:15]2[CH:16]=[C:17]([C:32]([NH2:34])=[O:33])[C:18]3[NH:19][C:20]4[C:25]([C:26]=3[CH:27]=2)=[CH:24][CH:23]=[C:22]([C:28](O)([CH3:30])[CH3:29])[CH:21]=4)[CH:5]=[CH:6][C:7]=1[CH2:8][N:9]1[CH2:14][CH2:13][O:12][CH2:11][CH2:10]1.Cl.[NH:36]1[CH2:41][CH2:40][O:39][CH2:38][CH2:37]1. (2) Given the product [CH2:38]([N:25]([CH2:23][CH3:24])[C:26]1[CH:33]=[CH:32][C:29](/[CH:30]=[CH:13]/[C:12](=[O:14])[CH2:11][C:10](=[O:15])/[CH:9]=[CH:8]/[C:5]2[CH:6]=[CH:7][C:2]([OH:1])=[C:3]([O:16][CH3:17])[CH:4]=2)=[C:28]([O:34][CH2:35][O:36][CH3:37])[CH:27]=1)[CH3:39], predict the reactants needed to synthesize it. The reactants are: [OH:1][C:2]1[CH:7]=[CH:6][C:5]([CH:8]=[CH:9][C:10](=[O:15])[CH2:11][C:12](=[O:14])[CH3:13])=[CH:4][C:3]=1[O:16][CH3:17].B(OB=O)=O.[CH2:23]([N:25]([CH2:38][CH3:39])[C:26]1[CH:33]=[CH:32][C:29]([CH:30]=O)=[C:28]([O:34][CH2:35][O:36][CH3:37])[CH:27]=1)[CH3:24].B(OCCCC)(OCCCC)OCCCC.C(N)CCC. (3) The reactants are: [F:1][C:2]1[CH:3]=[C:4]([CH:8]=[CH:9][C:10]=1[NH:11][C:12]1[C:17]([F:18])=[C:16]([N:19]2[CH2:24][CH2:23][CH:22]([C:25]3[O:29][N:28]=[C:27]([C:30]([F:33])([CH3:32])[CH3:31])[N:26]=3)[CH2:21][CH2:20]2)[N:15]=[CH:14][N:13]=1)[C:5]([OH:7])=O.[CH3:34][N:35](C(ON1N=NC2C=CC=NC1=2)=[N+](C)C)C.F[P-](F)(F)(F)(F)F.CN. Given the product [F:1][C:2]1[CH:3]=[C:4]([CH:8]=[CH:9][C:10]=1[NH:11][C:12]1[C:17]([F:18])=[C:16]([N:19]2[CH2:24][CH2:23][CH:22]([C:25]3[O:29][N:28]=[C:27]([C:30]([F:33])([CH3:31])[CH3:32])[N:26]=3)[CH2:21][CH2:20]2)[N:15]=[CH:14][N:13]=1)[C:5]([NH:35][CH3:34])=[O:7], predict the reactants needed to synthesize it. (4) Given the product [F:36][C:30]1[C:31]([F:35])=[CH:32][CH:33]=[CH:34][C:29]=1[C:27]1[N:28]=[C:23]2[CH:22]=[N:21][N:20]([CH2:19][C:16]3[N:17]=[N:18][C:13]([C:6]4[CH:7]=[CH:8][C:3]([O:2][CH3:1])=[CH:4][CH:5]=4)=[CH:14][CH:15]=3)[CH:25]=[C:24]2[N:26]=1, predict the reactants needed to synthesize it. The reactants are: [CH3:1][O:2][C:3]1[CH:8]=[CH:7][C:6](B(O)O)=[CH:5][CH:4]=1.Cl[C:13]1[N:18]=[N:17][C:16]([CH2:19][N:20]2[CH:25]=[C:24]3[N:26]=[C:27]([C:29]4[CH:34]=[CH:33][CH:32]=[C:31]([F:35])[C:30]=4[F:36])[N:28]=[C:23]3[CH:22]=[N:21]2)=[CH:15][CH:14]=1. (5) Given the product [Br:1][CH2:7][C:6]1[S:2][C:3]2[CH:12]=[CH:11][CH:10]=[CH:9][C:4]=2[CH:5]=1, predict the reactants needed to synthesize it. The reactants are: [BrH:1].[S:2]1[C:6]([CH2:7]O)=[CH:5][C:4]2[CH:9]=[CH:10][CH:11]=[CH:12][C:3]1=2.C(Cl)(Cl)Cl. (6) Given the product [CH2:12]([O:13][C:14](=[O:15])/[CH:16]=[CH:4]/[C:3]1[C:2]([Cl:1])=[CH:9][CH:8]=[CH:7][C:6]=1[Cl:10])[CH3:11], predict the reactants needed to synthesize it. The reactants are: [Cl:1][C:2]1[CH:9]=[CH:8][CH:7]=[C:6]([Cl:10])[C:3]=1[CH:4]=O.[CH3:11][CH2:12][O:13][C:14]([CH2:16]P(OCC)(OCC)=O)=[O:15].CC([O-])(C)C.[K+].